This data is from Catalyst prediction with 721,799 reactions and 888 catalyst types from USPTO. The task is: Predict which catalyst facilitates the given reaction. (1) Reactant: [Cl:1][C:2]1[CH:3]=[C:4]([CH:10]=[CH:11][C:12]=1[N:13]1[CH:17]=[CH:16][CH:15]=[N:14]1)[C:5]([O:7]CC)=[O:6].[OH-].[Na+].Cl. Product: [Cl:1][C:2]1[CH:3]=[C:4]([CH:10]=[CH:11][C:12]=1[N:13]1[CH:17]=[CH:16][CH:15]=[N:14]1)[C:5]([OH:7])=[O:6]. The catalyst class is: 8. (2) Reactant: [CH3:1][C:2]([CH3:4])=O.Cl.[NH:6]1[CH2:11][CH2:10][CH:9]([CH2:12][N:13]2[C:21]3[C:16](=[CH:17][CH:18]=[CH:19][CH:20]=3)[C:15]3([C:33]4[C:24](=[CH:25][C:26]5[O:31][CH2:30][CH2:29][O:28][C:27]=5[CH:32]=4)[O:23][CH2:22]3)[C:14]2=[O:34])[CH2:8][CH2:7]1.C(N(CC)CC)C.C(O[BH-](OC(=O)C)OC(=O)C)(=O)C.[Na+]. The catalyst class is: 26. Product: [CH3:1][CH:2]([N:6]1[CH2:11][CH2:10][CH:9]([CH2:12][N:13]2[C:21]3[C:16](=[CH:17][CH:18]=[CH:19][CH:20]=3)[C:15]3([C:33]4[C:24](=[CH:25][C:26]5[O:31][CH2:30][CH2:29][O:28][C:27]=5[CH:32]=4)[O:23][CH2:22]3)[C:14]2=[O:34])[CH2:8][CH2:7]1)[CH3:4]. (3) Reactant: [NH2:1][CH2:2][CH2:3][OH:4].[N+:5]([C:8]1[CH:16]=[CH:15][C:11]([C:12](Cl)=[O:13])=[CH:10][CH:9]=1)([O-:7])=[O:6].C(=O)(O)[O-].[Na+]. Product: [OH:4][CH2:3][CH2:2][NH:1][C:12](=[O:13])[C:11]1[CH:10]=[CH:9][C:8]([N+:5]([O-:7])=[O:6])=[CH:16][CH:15]=1. The catalyst class is: 1. (4) Reactant: [CH2:1]([O:3][C:4]([C:6]1[C:7](Cl)=[N:8][C:9]([S:12][CH3:13])=[N:10][CH:11]=1)=[O:5])[CH3:2].C(N(CC)CC)C.Cl.[O:23]1[CH2:28][CH2:27][CH:26]([NH2:29])[CH2:25][CH2:24]1. Product: [CH2:1]([O:3][C:4]([C:6]1[C:7]([NH:29][CH:26]2[CH2:27][CH2:28][O:23][CH2:24][CH2:25]2)=[N:8][C:9]([S:12][CH3:13])=[N:10][CH:11]=1)=[O:5])[CH3:2]. The catalyst class is: 7. (5) Reactant: [C:1]([O:5][C:6]([NH:8][C:9]1[CH:10]=[C:11]([C:24]2[N:29]([CH2:30][C:31](O)=[O:32])[C:28](=[O:34])[C:27]([NH:35][CH:36]([CH3:38])[CH3:37])=[N:26][CH:25]=2)[CH:12]=[C:13]([NH:15][CH2:16][CH2:17][C:18]2[CH:23]=[CH:22][CH:21]=[CH:20][CH:19]=2)[CH:14]=1)=[O:7])([CH3:4])([CH3:3])[CH3:2].O[N:40]1[C:44]2C=CC=CC=2N=N1.[CH3:49][N:50]1CCOCC1.Cl.[CH2:57]([O:64][C:65]([NH:67][C:68]([C:70]1[CH:77]=[CH:76][C:73]([CH2:74]N)=CC=1)=N)=[O:66])[C:58]1[CH:63]=[CH:62][CH:61]=[CH:60][CH:59]=1.C1C=CC(CNC(CN2C3C(=CC=CC=3)C(C=O)=C2)=O)=CC=1. Product: [C:1]([O:5][C:6]([NH:8][C:9]1[CH:10]=[C:11]([C:24]2[N:29]([CH2:30][C:31]([NH:50][CH2:49][C:76]3[CH:77]=[CH:70][C:68]([N:67]([CH:44]=[NH:40])[C:65](=[O:66])[O:64][CH2:57][C:58]4[CH:59]=[CH:60][CH:61]=[CH:62][CH:63]=4)=[CH:74][CH:73]=3)=[O:32])[C:28](=[O:34])[C:27]([NH:35][CH:36]([CH3:38])[CH3:37])=[N:26][CH:25]=2)[CH:12]=[C:13]([NH:15][CH2:16][CH2:17][C:18]2[CH:19]=[CH:20][CH:21]=[CH:22][CH:23]=2)[CH:14]=1)=[O:7])([CH3:2])([CH3:3])[CH3:4]. The catalyst class is: 139. (6) Reactant: [Br:1][C:2]1[C:3](=[O:9])[NH:4][C:5](=[O:8])[NH:6][N:7]=1.C/C(/O[Si](C)(C)C)=N\[Si](C)(C)C.[CH2:22](I)[CH2:23][C:24]1[CH:29]=[CH:28][CH:27]=[CH:26][CH:25]=1. Product: [Br:1][C:2]1[C:3](=[O:9])[NH:4][C:5](=[O:8])[N:6]([CH2:22][CH2:23][C:24]2[CH:29]=[CH:28][CH:27]=[CH:26][CH:25]=2)[N:7]=1. The catalyst class is: 10. (7) Product: [Br:2][C:3]1[C:4]([S:9]([CH:12]2[CH2:17][CH2:16][N:15]([CH2:19][CH:20]([OH:22])[CH3:21])[CH2:14][CH2:13]2)(=[O:10])=[O:11])=[N:5][CH:6]=[CH:7][CH:8]=1. Reactant: Cl.[Br:2][C:3]1[C:4]([S:9]([CH:12]2[CH2:17][CH2:16][NH:15][CH2:14][CH2:13]2)(=[O:11])=[O:10])=[N:5][CH:6]=[CH:7][CH:8]=1.Br[CH2:19][CH:20]([OH:22])[CH3:21].C([O-])([O-])=O.[K+].[K+]. The catalyst class is: 23. (8) Reactant: Br[CH2:2][C:3]([CH2:5]Br)=[O:4].[Cl:7][C:8]1[CH:16]=[CH:15][CH:14]=[C:13]([Cl:17])[C:9]=1[C:10]([OH:12])=[O:11].[F-].[K+]. Product: [Cl:7][C:8]1[CH:16]=[CH:15][CH:14]=[C:13]([Cl:17])[C:9]=1[C:10]([O:12][CH2:2][C:3]([CH2:5][O:12][C:10](=[O:11])[C:9]1[C:8]([Cl:7])=[CH:16][CH:15]=[CH:14][C:13]=1[Cl:17])=[O:4])=[O:11]. The catalyst class is: 9.